Dataset: Reaction yield outcomes from USPTO patents with 853,638 reactions. Task: Predict the reaction yield, written as a fraction of the theoretical maximum amount of product (1.0 means a 100% yield; for example, 0.34 means a 34% yield). (1) The reactants are [Cl:1][C:2]1[CH:3]=[C:4]2[C:9](=[CH:10][CH:11]=1)[CH:8]=[C:7]([S:12]([C:15]#[C:16][C:17]([OH:19])=O)(=[O:14])=[O:13])[CH:6]=[CH:5]2.C1C=CC2N(O)N=NC=2C=1.CCN=C=NCCCN(C)C.[NH:41]1[CH2:46][CH2:45][CH:44]([N:47]2[CH2:51][CH2:50][CH2:49][C:48]2=[O:52])[CH2:43][CH2:42]1. The catalyst is CN(C=O)C.C(N(CC)CC)C. The product is [Cl:1][C:2]1[CH:3]=[C:4]2[C:9](=[CH:10][CH:11]=1)[CH:8]=[C:7]([S:12]([CH2:15][CH2:16][C:17]([N:41]1[CH2:42][CH2:43][CH:44]([N:47]3[CH2:51][CH2:50][CH2:49][C:48]3=[O:52])[CH2:45][CH2:46]1)=[O:19])(=[O:13])=[O:14])[CH:6]=[CH:5]2. The yield is 0.390. (2) The reactants are [CH2:1]([N:3](CC)[C:4]([C:6]1[CH:11]=[C:10]([C:12]2[CH:13]=[N:14][N:15]([CH2:17][CH2:18][CH2:19][OH:20])[CH:16]=2)[CH:9]=[CH:8][C:7]=1[NH:21][C:22]1[C:27]([C:28]([F:31])([F:30])[F:29])=[CH:26][N:25]=[C:24]([NH:32][C:33]2[CH:45]=[CH:44][C:36]([CH2:37][P:38](=[O:43])([OH:42])[O:39][CH2:40][CH3:41])=[CH:35][C:34]=2[O:46][CH3:47])[N:23]=1)=[O:5])C.OCCCN1C=C(C2C=CC(NC3C(C(F)(F)F)=CN=C(NC4C=CC(CP(=O)(OCC)OCC)=CC=4OC)N=3)=C(C(=O)NC)C=2)C=N1. No catalyst specified. The product is [OH:20][CH2:19][CH2:18][CH2:17][N:15]1[CH:16]=[C:12]([C:10]2[CH:9]=[CH:8][C:7]([NH:21][C:22]3[C:27]([C:28]([F:29])([F:30])[F:31])=[CH:26][N:25]=[C:24]([NH:32][C:33]4[CH:45]=[CH:44][C:36]([CH2:37][P:38](=[O:42])([OH:43])[O:39][CH2:40][CH3:41])=[CH:35][C:34]=4[O:46][CH3:47])[N:23]=3)=[C:6]([C:4](=[O:5])[NH:3][CH3:1])[CH:11]=2)[CH:13]=[N:14]1. The yield is 0.700.